This data is from Reaction yield outcomes from USPTO patents with 853,638 reactions. The task is: Predict the reaction yield, written as a fraction of the theoretical maximum amount of product (1.0 means a 100% yield; for example, 0.34 means a 34% yield). The reactants are [N:1]1[CH:6]=[CH:5][CH:4]=[C:3]([C:7]2[CH:11]=[C:10]([C:12]([F:15])([F:14])[F:13])[N:9]([C:16]3[N:21]=[CH:20][C:19]([NH2:22])=[CH:18][CH:17]=3)[N:8]=2)[CH:2]=1.C(N(CC)C(C)C)(C)C.[O:32]1[CH2:37][CH2:36][CH:35]([C:38](Cl)=[O:39])[CH2:34][CH2:33]1. The catalyst is O1CCCC1.[Cl-].[NH4+]. The product is [N:1]1[CH:6]=[CH:5][CH:4]=[C:3]([C:7]2[CH:11]=[C:10]([C:12]([F:13])([F:14])[F:15])[N:9]([C:16]3[N:21]=[CH:20][C:19]([NH:22][C:38]([CH:35]4[CH2:36][CH2:37][O:32][CH2:33][CH2:34]4)=[O:39])=[CH:18][CH:17]=3)[N:8]=2)[CH:2]=1. The yield is 0.440.